Dataset: Forward reaction prediction with 1.9M reactions from USPTO patents (1976-2016). Task: Predict the product of the given reaction. (1) Given the reactants [O:1]1[CH2:6][CH2:5][N:4]([C:7]2[N:12]=[CH:11][C:10]([NH2:13])=[CH:9][CH:8]=2)[CH2:3][CH2:2]1.[Br:14][C:15]1[CH:16]=[CH:17][C:18]([O:25][CH3:26])=[C:19]([S:21](Cl)(=[O:23])=[O:22])[CH:20]=1, predict the reaction product. The product is: [Br:14][C:15]1[CH:16]=[CH:17][C:18]([O:25][CH3:26])=[C:19]([S:21]([NH:13][C:10]2[CH:11]=[N:12][C:7]([N:4]3[CH2:5][CH2:6][O:1][CH2:2][CH2:3]3)=[CH:8][CH:9]=2)(=[O:22])=[O:23])[CH:20]=1. (2) The product is: [CH3:15][C:16]1[CH:17]=[C:18]2[C:22](=[CH:23][CH:24]=1)[NH:21][CH:20]=[C:19]2[C:25]1[C:26](=[O:27])[NH:14][C:12](=[O:13])[C:11]=1[C:9]1[CH:8]=[CH:7][CH:6]=[C:5]2[C:10]=1[N:2]([CH3:1])[CH:3]=[CH:4]2. Given the reactants [CH3:1][N:2]1[C:10]2[C:5](=[CH:6][CH:7]=[CH:8][C:9]=2[CH2:11][C:12]([NH2:14])=[O:13])[CH:4]=[CH:3]1.[CH3:15][C:16]1[CH:17]=[C:18]2[C:22](=[CH:23][CH:24]=1)[NH:21][CH:20]=[C:19]2[C:25](=O)[C:26](OC)=[O:27].CC(C)([O-])C.[K+].C1COCC1, predict the reaction product. (3) Given the reactants [CH2:1]([O:3][C:4](=[O:11])[C:5]([CH3:10])([CH3:9])C(O)=O)[CH3:2].C1C=CC(P([N:26]=[N+]=[N-])(C2C=CC=CC=2)=O)=CC=1.[Cl:29][C:30]1[CH:31]=[C:32]([C:37]2[C:45]([C:46]([NH2:48])=[O:47])=[C:40]3[CH2:41][NH:42][CH2:43][CH2:44][N:39]3[N:38]=2)[CH:33]=[CH:34][C:35]=1[F:36].C1[CH2:53][O:52]CC1, predict the reaction product. The product is: [C:46]([C:45]1[C:37]([C:32]2[CH:33]=[CH:34][C:35]([F:36])=[C:30]([Cl:29])[CH:31]=2)=[N:38][N:39]2[CH2:44][CH2:43][N:42]([C:53]([NH:26][C:5]([CH3:9])([CH3:10])[C:4]([O:3][CH2:1][CH3:2])=[O:11])=[O:52])[CH2:41][C:40]=12)(=[O:47])[NH2:48]. (4) Given the reactants Cl.Cl.[C:3]([C:7]1[CH:12]=[CH:11][CH:10]=[CH:9][C:8]=1[N:13]1[CH2:18][CH2:17][NH:16][CH2:15][CH2:14]1)([CH3:6])([CH3:5])[CH3:4].[C:19]([C:21]1[CH:29]=[CH:28][C:24]([C:25](Cl)=[O:26])=[CH:23][CH:22]=1)#[N:20].C(N(CC)CC)C.O1CCCC1, predict the reaction product. The product is: [C:3]([C:7]1[CH:12]=[CH:11][CH:10]=[CH:9][C:8]=1[N:13]1[CH2:18][CH2:17][N:16]([C:25]([C:24]2[CH:28]=[CH:29][C:21]([C:19]#[N:20])=[CH:22][CH:23]=2)=[O:26])[CH2:15][CH2:14]1)([CH3:6])([CH3:4])[CH3:5]. (5) The product is: [CH2:1]([O:8][C:9]1[CH:17]=[CH:16][C:12]([C:13]([NH:31][NH2:32])=[O:14])=[CH:11][CH:10]=1)[CH2:2][CH2:3][CH2:4][CH2:5][CH2:6][CH3:7]. Given the reactants [CH2:1]([O:8][C:9]1[CH:17]=[CH:16][C:12]([C:13](O)=[O:14])=[CH:11][CH:10]=1)[CH2:2][CH2:3][CH2:4][CH2:5][CH2:6][CH3:7].C(N1C=CN=C1)(N1C=CN=C1)=O.O.[NH2:31][NH2:32], predict the reaction product. (6) The product is: [C:49]([NH:36][S:33]([C:27]1[CH:28]=[C:29]2[C:24](=[CH:25][CH:26]=1)[O:23][C:20]1([CH2:19][CH2:18][N:17]([C:15]([C:5]3[CH:4]=[C:3]([O:2][CH3:1])[C:12]4[C:7](=[C:8]([O:13][CH3:14])[CH:9]=[CH:10][CH:11]=4)[N:6]=3)=[O:16])[CH2:22][CH2:21]1)[CH2:31][C:30]2=[O:32])(=[O:34])=[O:35])(=[O:50])[CH3:48]. Given the reactants [CH3:1][O:2][C:3]1[C:12]2[C:7](=[C:8]([O:13][CH3:14])[CH:9]=[CH:10][CH:11]=2)[N:6]=[C:5]([C:15]([N:17]2[CH2:22][CH2:21][C:20]3([CH2:31][C:30](=[O:32])[C:29]4[C:24](=[CH:25][CH:26]=[C:27]([S:33]([NH2:36])(=[O:35])=[O:34])[CH:28]=4)[O:23]3)[CH2:19][CH2:18]2)=[O:16])[CH:4]=1.CCN=C=NCCCN(C)C.[CH3:48][C:49](O)=[O:50].C(=O)([O-])O.[Na+], predict the reaction product. (7) Given the reactants COC1C=NNC=1[C:8]1[CH:9]=[C:10]([CH:15]=[CH:16][C:17]=1[CH3:18])[C:11]([O:13][CH3:14])=[O:12].[Cl:19][C:20]1[C:21]([CH2:25][O:26][CH3:27])=[N:22][NH:23][CH:24]=1.[CH3:28]OC1C=NNC=1, predict the reaction product. The product is: [Cl:19][C:20]1[C:21]([CH2:25][O:26][CH3:27])=[N:22][NH:23][C:24]=1[C:16]1[C:17]([CH3:18])=[CH:8][C:9]([CH3:28])=[C:10]([CH:15]=1)[C:11]([O:13][CH3:14])=[O:12]. (8) The product is: [F:34][C:35]([F:40])([F:39])[C:36]([OH:38])=[O:37].[C:30]([CH:10]1[NH:9][CH:8]([C:6]([OH:7])=[O:5])[CH:12]([C:13]2[CH:18]=[CH:17][CH:16]=[C:15]([Cl:19])[C:14]=2[F:20])[C:11]1([C:23]1[CH:28]=[CH:27][C:26]([Cl:29])=[CH:25][CH:24]=1)[C:21]#[N:22])([CH3:33])([CH3:31])[CH3:32]. Given the reactants C([O:5][C:6]([C@H:8]1[C@H:12]([C:13]2[CH:18]=[CH:17][CH:16]=[C:15]([Cl:19])[C:14]=2[F:20])[C@:11]([C:23]2[CH:28]=[CH:27][C:26]([Cl:29])=[CH:25][CH:24]=2)([C:21]#[N:22])[C@H:10]([C:30]([CH3:33])([CH3:32])[CH3:31])[NH:9]1)=[O:7])(C)(C)C.[F:34][C:35]([F:40])([F:39])[C:36]([OH:38])=[O:37], predict the reaction product. (9) Given the reactants C(OC([N:8]1[CH2:11][CH:10]([C:12]2[NH:16][C:15]3[CH:17]=[CH:18][C:19]([CH3:21])=[CH:20][C:14]=3[N:13]=2)[CH2:9]1)=O)(C)(C)C.Cl, predict the reaction product. The product is: [NH:8]1[CH2:11][CH:10]([C:12]2[NH:16][C:15]3[CH:17]=[CH:18][C:19]([CH3:21])=[CH:20][C:14]=3[N:13]=2)[CH2:9]1.